This data is from Peptide-MHC class I binding affinity with 185,985 pairs from IEDB/IMGT. The task is: Regression. Given a peptide amino acid sequence and an MHC pseudo amino acid sequence, predict their binding affinity value. This is MHC class I binding data. (1) The peptide sequence is NGNFNFERV. The MHC is HLA-A02:03 with pseudo-sequence HLA-A02:03. The binding affinity (normalized) is 0.0847. (2) The peptide sequence is HEVHAVWPG. The MHC is HLA-A02:03 with pseudo-sequence HLA-A02:03. The binding affinity (normalized) is 0.0847. (3) The peptide sequence is AETESATLF. The binding affinity (normalized) is 0.0847. The MHC is HLA-A03:01 with pseudo-sequence HLA-A03:01. (4) The peptide sequence is QTVVILYSM. The MHC is Mamu-B17 with pseudo-sequence Mamu-B17. The binding affinity (normalized) is 0.223. (5) The peptide sequence is LMPSPPMPV. The binding affinity (normalized) is 0.555. The MHC is HLA-A02:01 with pseudo-sequence HLA-A02:01. (6) The peptide sequence is SEAAYAKKI. The MHC is HLA-B35:01 with pseudo-sequence HLA-B35:01. The binding affinity (normalized) is 0. (7) The peptide sequence is TAALVVAQL. The MHC is Patr-B0101 with pseudo-sequence Patr-B0101. The binding affinity (normalized) is 0.142.